Dataset: Full USPTO retrosynthesis dataset with 1.9M reactions from patents (1976-2016). Task: Predict the reactants needed to synthesize the given product. Given the product [F:19][C:20]1[CH:21]=[CH:22][C:23]2[N:24]([CH:2]=[C:3]([CH2:4][CH2:5][C:6]#[C:7][Si:8]([CH3:11])([CH3:10])[CH3:9])[N:26]=2)[CH:25]=1, predict the reactants needed to synthesize it. The reactants are: Br[CH2:2][C:3](=O)[CH2:4][CH2:5][C:6]#[C:7][Si:8]([CH3:11])([CH3:10])[CH3:9].C(=O)([O-])[O-].[K+].[K+].[F:19][C:20]1[CH:21]=[CH:22][C:23]([NH2:26])=[N:24][CH:25]=1.